This data is from Forward reaction prediction with 1.9M reactions from USPTO patents (1976-2016). The task is: Predict the product of the given reaction. (1) Given the reactants [Si]([O:8][CH2:9][C:10]([CH3:40])([CH3:39])[CH2:11][N:12]1[CH:21]=[C:20]([CH2:22]O)[C:19]2[C:14](=[CH:15][CH:16]=[C:17]([C:24]3[CH:25]=[C:26]([CH:33]=[C:34]([F:37])[C:35]=3[CH3:36])[C:27]([NH:29][CH:30]3[CH2:32][CH2:31]3)=[O:28])[CH:18]=2)[C:13]1=[O:38])(C(C)(C)C)(C)C.CS([Cl:45])(=O)=O.[CH3:46][C@H:47]1[CH2:52][NH:51][CH2:50][CH2:49][N:48]1C(OC(C)(C)C)=O, predict the reaction product. The product is: [ClH:45].[CH:30]1([NH:29][C:27](=[O:28])[C:26]2[CH:25]=[C:24]([C:17]3[CH:18]=[C:19]4[C:14](=[CH:15][CH:16]=3)[C:13](=[O:38])[N:12]([CH2:11][C:10]([CH3:39])([CH3:40])[CH2:9][OH:8])[CH:21]=[C:20]4[CH2:22][N:51]3[CH2:50][CH2:49][NH:48][C@@H:47]([CH3:46])[CH2:52]3)[C:35]([CH3:36])=[C:34]([F:37])[CH:33]=2)[CH2:32][CH2:31]1. (2) Given the reactants [Cl:1][C:2]1[CH:3]=[C:4]([CH:8]2[C:12]([C:15]3[CH:20]=[CH:19][C:18]([Cl:21])=[CH:17][CH:16]=3)([C:13]#[N:14])[CH:11]([CH2:22][C:23]([CH3:26])([CH3:25])[CH3:24])[NH:10][CH:9]2[C:27]([OH:29])=O)[CH:5]=[CH:6][CH:7]=1.[NH2:30][C@H:31]([CH2:34][CH:35]([CH3:37])[CH3:36])[CH2:32][OH:33].CN(C(ON1N=NC2C=CC=NC1=2)=[N+](C)C)C.F[P-](F)(F)(F)(F)F.CCN(C(C)C)C(C)C, predict the reaction product. The product is: [OH:33][CH2:32][C@H:31]([NH:30][C:27]([C@H:9]1[C@H:8]([C:4]2[CH:5]=[CH:6][CH:7]=[C:2]([Cl:1])[CH:3]=2)[C@:12]([C:15]2[CH:16]=[CH:17][C:18]([Cl:21])=[CH:19][CH:20]=2)([C:13]#[N:14])[C@H:11]([CH2:22][C:23]([CH3:26])([CH3:25])[CH3:24])[NH:10]1)=[O:29])[CH2:34][CH:35]([CH3:37])[CH3:36]. (3) Given the reactants CC([O-])(C)C.[K+].[CH2:7]([C:14]1[C:19](=[O:20])[C:18]([N+:21]([O-:23])=[O:22])=[C:17]([CH3:24])[NH:16][C:15]=1[CH3:25])[CH2:8][CH2:9][CH2:10][CH2:11][CH2:12][CH3:13].[CH3:26][C:27]([O:30][C:31](O[C:31]([O:30][C:27]([CH3:29])([CH3:28])[CH3:26])=[O:32])=[O:32])([CH3:29])[CH3:28], predict the reaction product. The product is: [C:31](=[O:32])([O:20][C:19]1[C:18]([N+:21]([O-:23])=[O:22])=[C:17]([CH3:24])[N:16]=[C:15]([CH3:25])[C:14]=1[CH2:7][CH2:8][CH2:9][CH2:10][CH2:11][CH2:12][CH3:13])[O:30][C:27]([CH3:29])([CH3:28])[CH3:26]. (4) Given the reactants [CH2:1]([O:3][C:4]1[CH:11]=[CH:10][C:7]([CH:8]=O)=[CH:6][CH:5]=1)[CH3:2].[CH:12]1([NH:17][OH:18])[CH2:16][CH2:15][CH2:14][CH2:13]1.O.C1(C)C=CC(S(O)(=O)=O)=CC=1, predict the reaction product. The product is: [CH2:1]([O:3][C:4]1[CH:11]=[CH:10][C:7]([CH:8]=[N+:17]([CH:12]2[CH2:16][CH2:15][CH2:14][CH2:13]2)[O-:18])=[CH:6][CH:5]=1)[CH3:2]. (5) Given the reactants [F:1][C:2]1[CH:7]=[CH:6][CH:5]=[CH:4][C:3]=1[SH:8].IC.[C:11](=O)([O-])[O-].[K+].[K+].C(O)(=O)CC(CC(O)=O)(C(O)=O)O, predict the reaction product. The product is: [F:1][C:2]1[CH:7]=[CH:6][CH:5]=[CH:4][C:3]=1[S:8][CH3:11]. (6) Given the reactants [Cl:1][C:2]1[CH:3]=[CH:4][C:5]2[S:9][C:8](=[O:10])[N:7]([CH2:11][CH:12]=O)[C:6]=2[CH:14]=1.[O:15]1[C:24]2[CH:23]=[C:22]([CH2:25][N:26]([CH:34]3[CH2:39][CH2:38][NH:37][CH2:36][CH2:35]3)[C:27](=[O:33])[O:28][C:29]([CH3:32])([CH3:31])[CH3:30])[N:21]=[CH:20][C:19]=2[O:18][CH2:17][CH2:16]1.CO, predict the reaction product. The product is: [Cl:1][C:2]1[CH:3]=[CH:4][C:5]2[S:9][C:8](=[O:10])[N:7]([CH2:11][CH2:12][N:37]3[CH2:36][CH2:35][CH:34]([N:26]([CH2:25][C:22]4[N:21]=[CH:20][C:19]5[O:18][CH2:17][CH2:16][O:15][C:24]=5[CH:23]=4)[C:27](=[O:33])[O:28][C:29]([CH3:31])([CH3:32])[CH3:30])[CH2:39][CH2:38]3)[C:6]=2[CH:14]=1. (7) Given the reactants [CH3:1][C:2]1[N:3]=[C:4](O)[C:5]2[S:10][CH:9]=[CH:8][C:6]=2[N:7]=1.P(Cl)(Cl)([Cl:14])=O.ClC1C2SC=CC=2N=C(C)N=1.[CH3:28][O:29][C:30]1[CH:36]=[CH:35][C:34]([O:37][CH3:38])=[CH:33][C:31]=1[NH2:32], predict the reaction product. The product is: [ClH:14].[CH3:28][O:29][C:30]1[CH:36]=[CH:35][C:34]([O:37][CH3:38])=[CH:33][C:31]=1[NH:32][C:4]1[C:5]2[S:10][CH:9]=[CH:8][C:6]=2[N:7]=[C:2]([CH3:1])[N:3]=1.